From a dataset of Retrosynthesis with 50K atom-mapped reactions and 10 reaction types from USPTO. Predict the reactants needed to synthesize the given product. (1) Given the product Fc1ncccc1-c1cscc1Br, predict the reactants needed to synthesize it. The reactants are: Brc1cscc1Br.CCCC[Sn](CCCC)(CCCC)c1cccnc1F. (2) Given the product FC(F)(F)CCn1nc(I)c2cc(Cl)ccc21, predict the reactants needed to synthesize it. The reactants are: Clc1ccc2[nH]nc(I)c2c1.FC(F)(F)CCI. (3) Given the product CCc1c(/C=C/OC)cccc1-c1nsc(-c2ccc(OC(C)C)c(Cl)c2)n1, predict the reactants needed to synthesize it. The reactants are: CC(C)Oc1ccc(-c2nc(Br)ns2)cc1Cl.CCc1c(/C=C/OC)cccc1B1OC(C)(C)C(C)(C)O1. (4) Given the product COC(=O)c1cc(C(=O)OC)cc(N2CCCC2)c1, predict the reactants needed to synthesize it. The reactants are: COC(=O)c1cc(N)cc(C(=O)OC)c1.ICCCCI. (5) Given the product COC(=O)NCCCC(O)(c1cccc(F)c1Oc1cccc(C)c1)[C@@H]1CCCN(C(=O)OC(C)(C)C)C1, predict the reactants needed to synthesize it. The reactants are: COC(=O)Cl.Cc1cccc(Oc2c(F)cccc2C(O)(CCCN)[C@@H]2CCCN(C(=O)OC(C)(C)C)C2)c1.